Dataset: Reaction yield outcomes from USPTO patents with 853,638 reactions. Task: Predict the reaction yield, written as a fraction of the theoretical maximum amount of product (1.0 means a 100% yield; for example, 0.34 means a 34% yield). (1) The reactants are [C:1]([O:4][C:5]1[CH:10]=[CH:9][C:8]([C:11]([C:30]2[CH:35]=[CH:34][C:33]([O:36][C:37](=[O:39])[CH3:38])=[CH:32][CH:31]=2)=[C:12]([C:15]2[CH:20]=[CH:19][C:18](/[CH:21]=[CH:22]/[C:23]([O:25]C(C)(C)C)=[O:24])=[CH:17][CH:16]=2)[CH2:13][CH3:14])=[CH:7][CH:6]=1)(=[O:3])[CH3:2].C(C(O)=O)(F)(F)F. The catalyst is C(Cl)Cl. The product is [C:1]([O:4][C:5]1[CH:6]=[CH:7][C:8]([C:11]([C:30]2[CH:31]=[CH:32][C:33]([O:36][C:37](=[O:39])[CH3:38])=[CH:34][CH:35]=2)=[C:12]([C:15]2[CH:20]=[CH:19][C:18](/[CH:21]=[CH:22]/[C:23]([OH:25])=[O:24])=[CH:17][CH:16]=2)[CH2:13][CH3:14])=[CH:9][CH:10]=1)(=[O:3])[CH3:2]. The yield is 0.840. (2) The reactants are O[CH2:2][C:3]1[CH:8]=[CH:7][CH:6]=[CH:5][C:4]=1[N:9]([CH3:14])[S:10]([CH3:13])(=[O:12])=[O:11].O=S(Cl)Cl.[CH2:19](Cl)[Cl:20]. No catalyst specified. The product is [Cl:20][CH2:19][CH2:2][C:3]1[CH:8]=[CH:7][CH:6]=[CH:5][C:4]=1[N:9]([CH3:14])[S:10]([CH3:13])(=[O:12])=[O:11]. The yield is 0.821. (3) The reactants are CS(O[CH2:6][C@@H:7]1[CH2:11][CH2:10][CH2:9][C@H:8]1[CH2:12][N:13]=[N+:14]=[N-:15])(=O)=O.[C:16]1(=[O:26])[NH:20][C:19](=[O:21])[C:18]2=[CH:22][CH:23]=[CH:24][CH:25]=[C:17]12.[K]. The catalyst is CN(C=O)C. The product is [N:13]([CH2:12][C@H:8]1[CH2:9][CH2:10][CH2:11][C@@H:7]1[CH2:6][N:20]1[C:16](=[O:26])[C:17]2[C:18](=[CH:22][CH:23]=[CH:24][CH:25]=2)[C:19]1=[O:21])=[N+:14]=[N-:15]. The yield is 0.810. (4) The reactants are [Si:1]([O:8][C@@H:9]([C:25]1[CH:30]=[CH:29][CH:28]=[CH:27][C:26]=1[C:31]1[CH:36]=[CH:35][C:34]([Cl:37])=[CH:33][CH:32]=1)[CH:10]1[CH2:15][CH2:14][N:13]([C:16]2[CH:24]=[CH:23][C:19]([C:20]([OH:22])=O)=[CH:18][CH:17]=2)[CH2:12][CH2:11]1)([C:4]([CH3:7])([CH3:6])[CH3:5])([CH3:3])[CH3:2].[CH3:38][N:39]([CH3:65])[CH2:40][CH2:41][C@@H:42]([NH:51][C:52]1[CH:57]=[CH:56][C:55]([S:58]([NH2:61])(=[O:60])=[O:59])=[CH:54][C:53]=1[N+:62]([O-:64])=[O:63])[CH2:43][S:44][C:45]1[CH:50]=[CH:49][CH:48]=[CH:47][CH:46]=1. No catalyst specified. The product is [Si:1]([O:8][C@@H:9]([C:25]1[CH:30]=[CH:29][CH:28]=[CH:27][C:26]=1[C:31]1[CH:36]=[CH:35][C:34]([Cl:37])=[CH:33][CH:32]=1)[CH:10]1[CH2:15][CH2:14][N:13]([C:16]2[CH:24]=[CH:23][C:19]([C:20]([NH:61][S:58]([C:55]3[CH:56]=[CH:57][C:52]([NH:51][C@H:42]([CH2:41][CH2:40][N:39]([CH3:38])[CH3:65])[CH2:43][S:44][C:45]4[CH:50]=[CH:49][CH:48]=[CH:47][CH:46]=4)=[C:53]([N+:62]([O-:64])=[O:63])[CH:54]=3)(=[O:59])=[O:60])=[O:22])=[CH:18][CH:17]=2)[CH2:12][CH2:11]1)([C:4]([CH3:7])([CH3:5])[CH3:6])([CH3:2])[CH3:3]. The yield is 0.320. (5) The reactants are C([O-])=O.[NH4+:4].[Br:5][C:6]1[CH:7]=[C:8]([N:12]2[C:16]([NH:17][C:18](=O)[C:19]([F:22])([F:21])[F:20])=[C:15]([CH:24]=O)[C:14]([C:26]([O:28][CH2:29][CH3:30])=[O:27])=[N:13]2)[CH:9]=[CH:10][CH:11]=1. The product is [Br:5][C:6]1[CH:7]=[C:8]([N:12]2[C:16]3=[N:17][C:18]([C:19]([F:22])([F:20])[F:21])=[N:4][CH:24]=[C:15]3[C:14]([C:26]([O:28][CH2:29][CH3:30])=[O:27])=[N:13]2)[CH:9]=[CH:10][CH:11]=1. The yield is 0.780. The catalyst is C(O)(C)(C)C.C(OCC)(=O)C. (6) The reactants are [CH2:1]([O:5][C:6]1[CH:10]=[C:9]([CH2:11][CH2:12][C:13]([OH:15])=O)[N:8]([CH2:16][C:17]2[CH:22]=[CH:21][C:20]([Cl:23])=[CH:19][C:18]=2[Cl:24])[N:7]=1)[CH2:2][CH2:3][CH3:4].[CH2:25]([S:30]([NH2:33])(=[O:32])=[O:31])[CH2:26][CH2:27][CH2:28][CH3:29].N12CCCN=C1CCCCC2. The catalyst is O1CCCC1. The product is [CH2:1]([O:5][C:6]1[CH:10]=[C:9]([CH2:11][CH2:12][C:13]([NH:33][S:30]([CH2:25][CH2:26][CH2:27][CH2:28][CH3:29])(=[O:32])=[O:31])=[O:15])[N:8]([CH2:16][C:17]2[CH:22]=[CH:21][C:20]([Cl:23])=[CH:19][C:18]=2[Cl:24])[N:7]=1)[CH2:2][CH2:3][CH3:4]. The yield is 0.660. (7) The reactants are FC(C1C=CC=C(C2N[N:33]=[N:32][N:31]=2)C=1)C1C=CC(COC2C=CC(C(=O)C)=C(O)C=2CCC)=CC=1.[C:35]([C:38]1[CH:61]=[CH:60][C:41]([O:42][CH2:43][C:44]2[CH:49]=[CH:48][C:47]([C:50]([C:52]3[CH:53]=[C:54]([CH:57]=[CH:58][CH:59]=3)[C:55]#[N:56])=[CH2:51])=[CH:46][CH:45]=2)=[C:40]([CH2:62][CH2:63][CH3:64])[C:39]=1[OH:65])(=[O:37])[CH3:36]. No catalyst specified. The product is [OH:65][C:39]1[C:40]([CH2:62][CH2:63][CH3:64])=[C:41]([O:42][CH2:43][C:44]2[CH:45]=[CH:46][C:47]([C:50]([C:52]3[CH:59]=[CH:58][CH:57]=[C:54]([C:55]4[NH:33][N:32]=[N:31][N:56]=4)[CH:53]=3)=[CH2:51])=[CH:48][CH:49]=2)[CH:60]=[CH:61][C:38]=1[C:35](=[O:37])[CH3:36]. The yield is 0.650.